This data is from NCI-60 drug combinations with 297,098 pairs across 59 cell lines. The task is: Regression. Given two drug SMILES strings and cell line genomic features, predict the synergy score measuring deviation from expected non-interaction effect. (1) Drug 1: C(CCl)NC(=O)N(CCCl)N=O. Drug 2: CC12CCC3C(C1CCC2OP(=O)(O)O)CCC4=C3C=CC(=C4)OC(=O)N(CCCl)CCCl.[Na+]. Cell line: LOX IMVI. Synergy scores: CSS=13.5, Synergy_ZIP=-11.2, Synergy_Bliss=-9.59, Synergy_Loewe=-11.3, Synergy_HSA=-9.45. (2) Drug 1: C1=NC2=C(N=C(N=C2N1C3C(C(C(O3)CO)O)O)F)N. Drug 2: CN(C(=O)NC(C=O)C(C(C(CO)O)O)O)N=O. Cell line: HOP-92. Synergy scores: CSS=11.0, Synergy_ZIP=-0.344, Synergy_Bliss=3.49, Synergy_Loewe=-4.00, Synergy_HSA=-0.720. (3) Drug 1: C1=CC(=C2C(=C1NCCNCCO)C(=O)C3=C(C=CC(=C3C2=O)O)O)NCCNCCO. Drug 2: C(CCl)NC(=O)N(CCCl)N=O. Cell line: OVCAR3. Synergy scores: CSS=14.1, Synergy_ZIP=-4.85, Synergy_Bliss=-8.30, Synergy_Loewe=-20.9, Synergy_HSA=-7.23. (4) Drug 1: C1CCC(C1)C(CC#N)N2C=C(C=N2)C3=C4C=CNC4=NC=N3. Drug 2: C1CN(CCN1C(=O)CCBr)C(=O)CCBr. Cell line: KM12. Synergy scores: CSS=26.3, Synergy_ZIP=-10.3, Synergy_Bliss=-6.71, Synergy_Loewe=-5.14, Synergy_HSA=-3.33. (5) Drug 1: CC1=C2C(C(=O)C3(C(CC4C(C3C(C(C2(C)C)(CC1OC(=O)C(C(C5=CC=CC=C5)NC(=O)OC(C)(C)C)O)O)OC(=O)C6=CC=CC=C6)(CO4)OC(=O)C)OC)C)OC. Drug 2: CN1C2=C(C=C(C=C2)N(CCCl)CCCl)N=C1CCCC(=O)O.Cl. Cell line: A498. Synergy scores: CSS=44.9, Synergy_ZIP=6.42, Synergy_Bliss=9.04, Synergy_Loewe=-9.01, Synergy_HSA=8.92. (6) Drug 1: CS(=O)(=O)CCNCC1=CC=C(O1)C2=CC3=C(C=C2)N=CN=C3NC4=CC(=C(C=C4)OCC5=CC(=CC=C5)F)Cl. Drug 2: C1CN(CCN1C(=O)CCBr)C(=O)CCBr. Cell line: HT29. Synergy scores: CSS=16.3, Synergy_ZIP=-4.59, Synergy_Bliss=1.06, Synergy_Loewe=-2.05, Synergy_HSA=1.65.